This data is from Forward reaction prediction with 1.9M reactions from USPTO patents (1976-2016). The task is: Predict the product of the given reaction. (1) The product is: [CH2:1]([O:8][C:9]1[CH:14]=[C:13]([O:15][CH2:16][C:17]2[CH:22]=[CH:21][CH:20]=[CH:19][CH:18]=2)[C:12]([C:40]2[CH:39]=[CH:38][CH:37]=[C:36]([C:35]([F:46])([F:45])[F:34])[CH:41]=2)=[CH:11][C:10]=1[C:24]1[N:28]([CH2:29][CH2:30][CH2:31][O:32][CH3:33])[N:27]=[N:26][N:25]=1)[C:2]1[CH:7]=[CH:6][CH:5]=[CH:4][CH:3]=1. Given the reactants [CH2:1]([O:8][C:9]1[CH:14]=[C:13]([O:15][CH2:16][C:17]2[CH:22]=[CH:21][CH:20]=[CH:19][CH:18]=2)[C:12](Br)=[CH:11][C:10]=1[C:24]1[N:28]([CH2:29][CH2:30][CH2:31][O:32][CH3:33])[N:27]=[N:26][N:25]=1)[C:2]1[CH:7]=[CH:6][CH:5]=[CH:4][CH:3]=1.[F:34][C:35]([F:46])([F:45])[C:36]1[CH:37]=[C:38](B(O)O)[CH:39]=[CH:40][CH:41]=1.C(O)C.C(=O)(O)[O-].[Na+], predict the reaction product. (2) Given the reactants [CH3:1][O:2][C:3]([C:5]1[C:13]2[C:8](=[N:9][CH:10]=[CH:11][C:12]=2[Cl:14])[NH:7][CH:6]=1)=[O:4].C(=O)([O-])[O-].[Cs+].[Cs+].Br[CH:22]1[CH2:25][O:24][CH2:23]1, predict the reaction product. The product is: [CH3:1][O:2][C:3]([C:5]1[C:13]2[C:8](=[N:9][CH:10]=[CH:11][C:12]=2[Cl:14])[N:7]([CH:22]2[CH2:25][O:24][CH2:23]2)[CH:6]=1)=[O:4]. (3) Given the reactants [CH3:1][C:2]1[CH:7]=[C:6]([CH3:8])[CH:5]=[CH:4][C:3]=1[N:9]1[CH:13]=[CH:12][C:11]([C:14](OCC)=[O:15])=[C:10]1[C:19]([O:21]CC)=O.O.[NH2:25][NH2:26], predict the reaction product. The product is: [CH3:1][C:2]1[CH:7]=[C:6]([CH3:8])[CH:5]=[CH:4][C:3]=1[N:9]1[C:10]2[C:19](=[O:21])[NH:25][NH:26][C:14](=[O:15])[C:11]=2[CH:12]=[CH:13]1.